This data is from Experimentally validated miRNA-target interactions with 360,000+ pairs, plus equal number of negative samples. The task is: Binary Classification. Given a miRNA mature sequence and a target amino acid sequence, predict their likelihood of interaction. (1) The protein sequence of the target gene is MGAQVRLPPGEPCREGYVLSLVCPNSSQAWCEITNVSQLLASPVLYTDLNYSINNLSISANVENKYSLYVGLVLAVSSSIFIGSSFILKKKGLLQLASKGFTRAGQGGHSYLKEWLWWVGLLSMGAGEAANFAAYAFAPATLVTPLGALSVLISAILSSYFLNEHLNIHGKIGCILSILGSTVMVIHAPQEEEVTSLHEMEMKLRDPGFISFAVIITVISLVLILIVAPKKGQTNILVYISICSLIGAFSVSSVKGLGIAIKELIEWKPVYKHPLVFVLLAVLVLSVTTQINYLNKALDT.... The miRNA is hsa-miR-6744-3p with sequence GGGCCUCUCUUGUCAUCCUGCAG. Result: 1 (interaction). (2) The miRNA is mmu-miR-466c-3p with sequence AUACAUACACGCACACAUAAGA. The protein sequence of the target gene is MAKFRRRTCILLSLFILFIFSLMMGLKMLWPNAASFGPPFGLDLLPELHPLNAHSGNKADFQRSDRINMETNTKALKGAGMTVLPAKASEVNLEELPPLNYFLHAFYYSWYGNPQFDGKYIHWNHPVLEHWDPRIAKNYPQGQHSPPDDIGSSFYPELGSYSSRDPSVIETHMKQMRSASIGVLALSWYPPDSRDDNGEATDHLVPTILDKAHKYNLKVTFHIEPYSNRDDQNMHQNIKYIIDKYGNHPAFYRYKTRTGHSLPMFYVYDSYITKPTIWANLLTPSGSQSVRSSPYDGLFI.... Result: 0 (no interaction). (3) The miRNA is mmu-miR-466e-3p with sequence UAUACAUACACGCACACAUAAGA. The protein sequence of the target gene is MPGTSRHSGRDAGSALLSLHQEDQENVNPEKLAPAQQPRAQAVLKAGNVRGPAPQQKLKTRRVAPLKDLPINDEHVTAGPSWKAVSKQPAFTIHVDEAEETQKRPAELKETECEDALAFNAAVSLPGARKPLTPLDYPMDGSFESPHAMDMSIVLEDKPVNVNEVPDYQEDIHTYLREMEVKCKPKVGYMKRQPDITNSMRAILVDWLVEVGEEYKLQNETLHLAVNYIDRFLSSMSVLRGKLQLVGTAAMLLASKFEEIYPPEVAEFVYITDDTYSKKQVLRMEHLVLKVLAFDLAAPT.... Result: 1 (interaction). (4) The miRNA is hsa-miR-6808-5p with sequence CAGGCAGGGAGGUGGGACCAUG. The protein sequence of the target gene is METPGASASSLLLPAASRPPRKREAGEAGAATSKQRVLDEEEYIEGLQTVIQRDFFPDVEKLQAQKEYLEAEENGDLERMRQIAIKFGSALGKMSREPPPPYVTPATFETPEVHAGTGVVGNKPRPRGRGLEDGEAGEEEEKEPLPSLDVFLSRYTSEDNASFQEIMEVAKERSRARHAWLYQAEEEFEKRQKDNLELPSAEHQAIESSQASVETWKYKAKNSLMYYPEGVPDEEQLFKKPRQVVHKNTRFLRDPFSQALSRCQLQQAAALNAQHKQGKVGPDGKELIPQESPRVGGFGF.... Result: 1 (interaction). (5) The miRNA is hsa-miR-4800-3p with sequence CAUCCGUCCGUCUGUCCAC. The protein sequence of the target gene is MPKNSKVTQREHSSEHVTESVADLLALEEPVDYKQSVLNVAGEAGGKQKAVEEELDAEDRPAWNSKLQYILAQIGFSVGLGNIWRFPYLCQKNGGGAYLVPYLVLLIIIGIPLFFLELAVGQRIRRGSIGVWHYICPRLGGIGFSSCIVCLFVGLYYNVIIGWSIFYFFKSFQYPLPWSECPVVRNGSVAVVEAECEKSSATTYFWYREALDISDSISESGGLNWKMTLCLLVAWSIVGMAVVKGIQSSGKVMYFSSLFPYVVLACFLVRGLLLRGAVDGILHMFTPKLDKMLDPQVWRE.... Result: 0 (no interaction). (6) The miRNA is hsa-miR-136-3p with sequence CAUCAUCGUCUCAAAUGAGUCU. The protein sequence of the target gene is MGRLLALVVGAALVSSACGGCVEVDSETEAVYGMTFKILCISCKRRSETNAETFTEWTFRQKGTEEFVKILRYENEVLQLEEDERFEGRVVWNGSRGTKDLQDLSIFITNVTYNHSGDYECHVYRLLFFENYEHNTSVVKKIHIEVVDKANRDMASIVSEIMMYVLIVVLTIWLVAEMIYCYKKIAAATETAAQENASEYLAITSESKENCTGVQVAE. Result: 1 (interaction). (7) The miRNA is hsa-miR-887-5p with sequence CUUGGGAGCCCUGUUAGACUC. The protein sequence of the target gene is MKAAEIKRDLTNIQKSMSEINDLAKERITGGPGSISTTSASAITAPSTMSQTTTSRLAPKLTSAHPSIDDLRGLSRQDKITQLQKKIRASFENLVDHDDSNVIVTLPDDDDCPHNHFGSGLNLTHPTAAQLSASGLSGSSKTIDTIKFQEKSMKTESKTKVVTDGFSSEQATSNSAEMKRLQAGDIDYQESKGASAMRNRLEVDGVKTEENAAVIKEALSLRTGDITQQASNNVAASSITVQSENFSADKKAISQSQQSQTMTSNGIISQEKHVSSASQANYSMSHKGVSSTGSSMITSS.... Result: 0 (no interaction).